Dataset: Full USPTO retrosynthesis dataset with 1.9M reactions from patents (1976-2016). Task: Predict the reactants needed to synthesize the given product. (1) Given the product [Cl:1][C:2]1[CH:3]=[C:4]([NH:8][C:9]2[N:14]=[C:13]([C:15]3[CH:20]=[CH:19][N:18]=[C:17]([N:32]4[CH:33]([CH3:22])[CH2:29][CH2:30][C:31]4=[O:34])[CH:16]=3)[CH:12]=[CH:11][N:10]=2)[CH:5]=[CH:6][CH:7]=1, predict the reactants needed to synthesize it. The reactants are: [Cl:1][C:2]1[CH:3]=[C:4]([NH:8][C:9]2[N:14]=[C:13]([C:15]3[CH:20]=[CH:19][N:18]=[C:17](Cl)[CH:16]=3)[CH:12]=[CH:11][N:10]=2)[CH:5]=[CH:6][CH:7]=1.[CH3:22]C([O-])(C)C.[Na+].C[CH:29]1[CH2:33][NH:32][C:31](=[O:34])[CH2:30]1. (2) Given the product [O:20]1[CH2:24][CH2:23][CH:22]([CH2:25][NH:26][C:13]([C:10]2[CH:9]=[C:8]([CH2:7][C:6]3[CH:5]=[CH:4][C:3]([C:2]([F:1])([F:19])[F:18])=[CH:17][CH:16]=3)[O:12][N:11]=2)=[O:15])[CH2:21]1, predict the reactants needed to synthesize it. The reactants are: [F:1][C:2]([F:19])([F:18])[C:3]1[CH:17]=[CH:16][C:6]([CH2:7][C:8]2[O:12][N:11]=[C:10]([C:13]([OH:15])=O)[CH:9]=2)=[CH:5][CH:4]=1.[O:20]1[CH2:24][CH2:23][CH:22]([CH2:25][NH2:26])[CH2:21]1.ON1C2C=CC=CC=2N=N1.Cl.C(N=C=NCCCN(C)C)C. (3) The reactants are: [Br:1][C:2]1[CH:7]=[CH:6][CH:5]=[C:4]([N+:8]([O-:10])=[O:9])[C:3]=1[CH2:11][C:12]([OH:14])=[O:13]. Given the product [Br:1][C:2]1[CH:7]=[CH:6][CH:5]=[C:4]([N+:8]([O-:10])=[O:9])[C:3]=1[CH2:11][C:12]([O:14][C:3]([CH3:11])([CH3:4])[CH3:2])=[O:13], predict the reactants needed to synthesize it. (4) Given the product [NH2:10][C:8]1[CH:7]=[C:6]([S:13][CH2:14][CH2:15][CH2:16][CH2:17][N:18]2[C:26](=[O:27])[C:25]3[C:20](=[CH:21][CH:22]=[CH:23][CH:24]=3)[C:19]2=[O:28])[CH:5]=[C:4]([N+:1]([O-:3])=[O:2])[CH:9]=1, predict the reactants needed to synthesize it. The reactants are: [N+:1]([C:4]1[CH:5]=[C:6]([S:13][CH2:14][CH2:15][CH2:16][CH2:17][N:18]2[C:26](=[O:27])[C:25]3[C:20](=[CH:21][CH:22]=[CH:23][CH:24]=3)[C:19]2=[O:28])[CH:7]=[C:8]([N+:10]([O-])=O)[CH:9]=1)([O-:3])=[O:2].Cl.[OH-].[Na+]. (5) Given the product [NH2:1][C@H:2]([C:11]([NH:13][C@H:14]([C:24]([OH:26])=[O:25])[CH2:15][S:16][CH2:17][C:18]1[CH:19]=[CH:20][CH:21]=[CH:22][CH:23]=1)=[O:12])[CH2:3][C:4](=[O:5])[OH:10], predict the reactants needed to synthesize it. The reactants are: [NH:1](C(OC(C)(C)C)=O)[C@H:2]([C:11]([NH:13][C@H:14]([C:24]([OH:26])=[O:25])[CH2:15][S:16][CH2:17][C:18]1[CH:23]=[CH:22][CH:21]=[CH:20][CH:19]=1)=[O:12])[CH2:3][C:4](=[O:10])[O:5]C(C)(C)C. (6) The reactants are: [NH:1]1[C:9]2[C:4](=[C:5]([C:10]3[N:14]=[C:13]([C:15]4[CH:16]=[CH:17][C:18]([O:23][CH:24]([CH3:26])[CH3:25])=[C:19]([CH:22]=4)[C:20]#[N:21])[O:12][N:11]=3)[CH:6]=[CH:7][CH:8]=2)[CH:3]=[CH:2]1.Br[CH2:28][CH2:29][CH2:30][C:31]([O:33][CH2:34][CH3:35])=[O:32].C(=O)([O-])[O-].[Cs+].[Cs+]. Given the product [C:20]([C:19]1[CH:22]=[C:15]([C:13]2[O:12][N:11]=[C:10]([C:5]3[CH:6]=[CH:7][CH:8]=[C:9]4[C:4]=3[CH:3]=[CH:2][N:1]4[CH2:28][CH2:29][CH2:30][C:31]([O:33][CH2:34][CH3:35])=[O:32])[N:14]=2)[CH:16]=[CH:17][C:18]=1[O:23][CH:24]([CH3:26])[CH3:25])#[N:21], predict the reactants needed to synthesize it.